This data is from Experimentally validated miRNA-target interactions with 360,000+ pairs, plus equal number of negative samples. The task is: Binary Classification. Given a miRNA mature sequence and a target amino acid sequence, predict their likelihood of interaction. (1) The miRNA is mmu-miR-150-5p with sequence UCUCCCAACCCUUGUACCAGUG. The protein sequence of the target gene is MTTRQATKDPLLRGVSPTPSKIPVRSQKRTPFPTVTSCAVDQENQDPRRWVQKPPLNIQRPLVDSAGPRPKARHQAETSQRLVGISQPRNPLEELRPSPRGQNVGPGPPAQTEAPGTIEFVADPAALATILSGEGVKSCHLGRQPSLAKRVLVRGSQGGTTQRVQGVRASAYLAPRTPTHRLDPARASCFSRLEGPGPRGRTLCPQRLQALISPSGPSFHPSTRPSFQELRRETAGSSRTSVSQASGLLLETPVQPAFSLPKGEREVVTHSDEGGVASLGLAQRVPLRENREMSHTRDSH.... Result: 0 (no interaction). (2) The miRNA is hsa-miR-378a-5p with sequence CUCCUGACUCCAGGUCCUGUGU. The protein sequence of the target gene is MAARVLAPPGPDSFKPFTPESLANIERRIAESKLKKPPKADGSHREDDEDSKPKPNSDLEAGKSLPFIYGDIPQGLVAVPLEDFDPYYLTQKTFVVLNRGKTLFRFSATPALYILSPFNLIRRIAIKILIHSVFSMIIMCTILTNCVFMTFSNPPEWSKNVEYTFTGIYTFESLVKIIARGFCIDGFTFLRDPWNWLDFSVIMMAYVTEFVDLGNVSALRTFRVLRALKTISVIPGLKTIVGALIQSVKKLSDVMILTVFCLSVFALIGLQLFMGNLRNKCVVWPINFNESYLENGTRGF.... Result: 0 (no interaction). (3) The miRNA is mmu-miR-466n-3p with sequence UAUACAUGAGAGCAUACAUAGA. The protein sequence of the target gene is MQAHELFRYFRMPELVDFRQYVRTLPTNTLMGFGAFAALTTFWYATRPKPLKPPCDLSMQSVEVAGSGGARRSALLDSDEPLVYFYDDVTTLYEGFQRGIQVSNNGPCLGSRKPDQPYEWLSYKQVAELSECIGSALIQKGFKTAPDQFIGIFAQNRPEWVIIEQGCFAYSMVIVPLYDTLGNEAITYIVNKAELSLVFVDKPEKAKLLLEGVENKLIPGLKIIVVMDAYGSELVERGQRCGVEVTSMKAMEDLGRANRRKPKPPAPEDLAVICFTSGTTGNPKGAMVTHRNIVSDCSAF.... Result: 0 (no interaction). (4) The miRNA is hsa-miR-1262 with sequence AUGGGUGAAUUUGUAGAAGGAU. The protein sequence of the target gene is MPAPRAPRALAAAAPASGKAKLTHPGKAILAGGLAGGIEICITFPTEYVKTQLQLDERSHPPRYRGIGDCVRQTVRSHGVLGLYRGLSSLLYGSIPKAAVRFGMFEFLSNHMRDAQGRLDSTRGLLCGLGAGVAEAVVVVCPMETIKVKFIHDQTSPNPKYRGFFHGVREIVREQGLKGTYQGLTATVLKQGSNQAIRFFVMTSLRNWYRGDNPNKPMNPLITGVFGAIAGAASVFGNTPLDVIKTRMQGLEAHKYRNTWDCGLQILKKEGLKAFYKGTVPRLGRVCLDVAIVFVIYDEV.... Result: 0 (no interaction). (5) The miRNA is mmu-miR-7013-3p with sequence CCACACUUACUGUUGCCUCUUCCU. The protein sequence of the target gene is MPRNQGFSEPEYSAEYSAEYSVSLPSDPDRGVGRTHEISVRNSGSCLCLPRFMRLTFVPESLENLYQTYFKRQRHETLLVLVVFAALFDCYVVVMCAVVFSSDKLASLAVAGIGLVLDIILFVLCKKGLLPDRVTRRVLPYVLWLLITAQIFSYLGLNFARAHAASDTVGWQVFFVFSFFITLPLSLSPIVIISVVSCVVHTLVLGVTVAQQQQEELKGMQLLREILANVFLYLCAIAVGIMSYYMADRKHRKAFLEARQSLEVKMNLEEQSQQQENLMLSILPKHVADEMLKDMKKDES.... Result: 0 (no interaction). (6) The miRNA is mmu-miR-206-3p with sequence UGGAAUGUAAGGAAGUGUGUGG. The protein sequence of the target gene is MKMLLLLCLGLTLVCVHAEEASSTGRNFNVEKINGEWHTIILASDKREKIEDNGNFRLFLEQIHVLENSLVLKFHTVRDEECSELSMVADKTEKAGEYSVTYDGFNTFTIPKTDYDNFLMAHLINEKDGETFQLMGLYGREPDLSSDIKERFAQLCEKHGILRENIIDLSNANRCLQARE. Result: 1 (interaction). (7) The miRNA is hsa-miR-548ad-3p with sequence GAAAACGACAAUGACUUUUGCA. The protein sequence of the target gene is MATAATEEPFPFHGLLPKKETGAASFLCRYPEYDGRGVLIAVLDTGVDPGAPGMQVTTDGKPKIVDIIDTTGSGDVNTATEVEPKDGEIVGLSGRVLKIPASWTNPSGKYHIGIKNGYDFYPKALKERIQKERKEKIWDPVHRVALAEACRKQEEFDVANNGSSQANKLIKEELQSQVELLNSFEKKYSDPGPVYDCLVWHDGEVWRACIDSNEDGDLSKSTVLRNYKEAQEYGSFGTAEMLNYSVNIYDDGNLLSIVTSGGAHGTHVASIAAGHFPEEPERNGVAPGAQILSIKIGDTR.... Result: 0 (no interaction).